Dataset: Reaction yield outcomes from USPTO patents with 853,638 reactions. Task: Predict the reaction yield, written as a fraction of the theoretical maximum amount of product (1.0 means a 100% yield; for example, 0.34 means a 34% yield). (1) The reactants are C([O:4][CH2:5][C@@H:6]1[C@@H:11]([O:12]C(=O)C)[C@H:10]([O:16]C(=O)C)[C@H:9]([O:20]C(=O)C)[C@@H:8]([C:24]2[CH:29]=[CH:28][CH:27]=[C:26]([CH2:30]/[CH:31]=[CH:32]/[C:33]3[CH:38]=[C:37]([C:39](=[O:42])[NH:40][CH3:41])[CH:36]=[C:35]([C:43](=[O:46])[NH:44][CH3:45])[CH:34]=3)[CH:25]=2)[O:7]1)(=O)C.C[O-].[Na+]. The catalyst is CO. The product is [CH3:41][NH:40][C:39]([C:37]1[CH:38]=[C:33](/[CH:32]=[CH:31]/[CH2:30][C:26]2[CH:27]=[CH:28][CH:29]=[C:24]([C@@H:8]3[C@@H:9]([OH:20])[C@@H:10]([OH:16])[C@H:11]([OH:12])[C@@H:6]([CH2:5][OH:4])[O:7]3)[CH:25]=2)[CH:34]=[C:35]([C:43]([NH:44][CH3:45])=[O:46])[CH:36]=1)=[O:42]. The yield is 0.340. (2) The yield is 0.940. The product is [CH2:9]([N:8]([CH2:11][CH3:12])[C:5]1[CH:6]=[CH:7][C:2]([B:18]([OH:20])[OH:19])=[CH:3][CH:4]=1)[CH3:10]. No catalyst specified. The reactants are Br[C:2]1[CH:7]=[CH:6][C:5]([N:8]([CH2:11][CH3:12])[CH2:9][CH3:10])=[CH:4][CH:3]=1.C([Li])CCC.[B:18]([O-])([O-:20])[O-:19]. (3) The reactants are [CH2:1]([O:3][C:4]1[C:8]([CH2:9][CH2:10][CH2:11][OH:12])=[CH:7][N:6]([C:13]2[CH:18]=[CH:17][CH:16]=[CH:15][N:14]=2)[N:5]=1)[CH3:2].O[C:20]1[CH:21]=[C:22]([CH2:26][C:27]([O:29]C)=[O:28])[CH:23]=[CH:24][CH:25]=1.C(P(CCCC)CCCC)CCC.N(C(N1CCCCC1)=O)=NC(N1CCCCC1)=O. The catalyst is O1CCCC1. The product is [CH2:1]([O:3][C:4]1[C:8]([CH2:9][CH2:10][CH2:11][O:12][C:20]2[CH:21]=[C:22]([CH2:26][C:27]([OH:29])=[O:28])[CH:23]=[CH:24][CH:25]=2)=[CH:7][N:6]([C:13]2[CH:18]=[CH:17][CH:16]=[CH:15][N:14]=2)[N:5]=1)[CH3:2]. The yield is 0.530. (4) The reactants are [CH3:1][C:2]1[C:6]([CH2:7]O)=[C:5]([CH3:9])[O:4][N:3]=1.COC1C=CC(P2(SP(C3C=CC(OC)=CC=3)(=S)S2)=[S:19])=CC=1. The catalyst is C1(C)C=CC=CC=1. The product is [CH3:1][C:2]1[C:6]([CH2:7][SH:19])=[C:5]([CH3:9])[O:4][N:3]=1. The yield is 0.210. (5) The reactants are [Cl:1][C:2]1[C:3]([F:45])=[C:4]([C@@H:8]2[C@:12]([C:15]3[CH:20]=[CH:19][C:18]([Cl:21])=[CH:17][C:16]=3[F:22])([C:13]#[N:14])[C@H:11]([CH2:23][C:24]([CH3:27])([CH3:26])[CH3:25])[NH:10][C@H:9]2[C:28]([NH:30][C:31]2[CH:39]=[CH:38][C:34]([C:35]([OH:37])=[O:36])=[CH:33][C:32]=2[O:40][C:41](F)(F)F)=[O:29])[CH:5]=[CH:6][CH:7]=1.[CH:46](=O)[CH3:47].[CH3:49]C(O)=O. The catalyst is C(Cl)Cl. The product is [CH3:49][O:37][C:35](=[O:36])[C:34]1[CH:38]=[CH:39][C:31]([N:30]2[C:28](=[O:29])[C@H:9]3[C@H:8]([C:4]4[CH:5]=[CH:6][CH:7]=[C:2]([Cl:1])[C:3]=4[F:45])[C@:12]([C:15]4[CH:20]=[CH:19][C:18]([Cl:21])=[CH:17][C:16]=4[F:22])([C:13]#[N:14])[C@H:11]([CH2:23][C:24]([CH3:26])([CH3:25])[CH3:27])[N:10]3[C@@H:46]2[CH3:47])=[C:32]([O:40][CH3:41])[CH:33]=1. The yield is 0.926.